Predict which catalyst facilitates the given reaction. From a dataset of Catalyst prediction with 721,799 reactions and 888 catalyst types from USPTO. (1) Reactant: [NH2:1][CH2:2][C@H:3]1[CH2:8][CH2:7][C@H:6]([C:9]([OH:11])=[O:10])[CH2:5][CH2:4]1.Cl[C:13]([O:15][CH2:16][C:17]1[CH:22]=[CH:21][CH:20]=[CH:19][CH:18]=1)=[O:14]. Product: [C:17]1([CH2:16][O:15][C:13]([NH:1][CH2:2][CH:3]2[CH2:4][CH2:5][CH:6]([C:9]([OH:11])=[O:10])[CH2:7][CH2:8]2)=[O:14])[CH:22]=[CH:21][CH:20]=[CH:19][CH:18]=1. The catalyst class is: 611. (2) The catalyst class is: 30. Reactant: C[O:2][C:3](=[O:14])[C:4]1[CH:9]=[C:8]([O:10][CH2:11][CH3:12])[CH:7]=[CH:6][C:5]=1[Br:13].[OH-].[Li+]. Product: [Br:13][C:5]1[CH:6]=[CH:7][C:8]([O:10][CH2:11][CH3:12])=[CH:9][C:4]=1[C:3]([OH:14])=[O:2].